Dataset: Catalyst prediction with 721,799 reactions and 888 catalyst types from USPTO. Task: Predict which catalyst facilitates the given reaction. (1) Reactant: C([N:8]1[CH2:13][CH2:12][N:11]([C:14](=[O:23])[C:15]2[CH:20]=[C:19]([Cl:21])[CH:18]=[C:17]([Cl:22])[CH:16]=2)[C@H:10]([CH2:24][C:25]2[CH:30]=[CH:29][C:28]([CH3:31])=[C:27]([CH3:32])[CH:26]=2)[CH2:9]1)C1C=CC=CC=1.ClC(OC(Cl)C)=O. Product: [ClH:21].[Cl:22][C:17]1[CH:16]=[C:15]([CH:20]=[C:19]([Cl:21])[CH:18]=1)[C:14]([N:11]1[CH2:12][CH2:13][NH:8][CH2:9][C@H:10]1[CH2:24][C:25]1[CH:30]=[CH:29][C:28]([CH3:31])=[C:27]([CH3:32])[CH:26]=1)=[O:23]. The catalyst class is: 4. (2) Reactant: [Cl:1][C:2]1[CH:3]=[C:4]2[C:8](=[CH:9][CH:10]=1)[NH:7][CH:6]=[C:5]2[CH2:11][CH2:12][NH:13][C:14](=[O:18])[C:15]([OH:17])=O.S(Cl)(Cl)=O.ClC1C=C2C(=CC=1)NC=C2CCNC(=O)C(Cl)=O.C(N(CC)CC)C.[CH:48]1([C:54]([NH:56][NH2:57])=O)[CH2:53][CH2:52][CH2:51][CH2:50][CH2:49]1.C1(C)C=CC(S(Cl)(=O)=O)=CC=1. Product: [Cl:1][C:2]1[CH:3]=[C:4]2[C:8](=[CH:9][CH:10]=1)[NH:7][CH:6]=[C:5]2[CH2:11][CH2:12][NH:13][C:14]([C:15]1[O:17][C:54]([CH:48]2[CH2:53][CH2:52][CH2:51][CH2:50][CH2:49]2)=[N:56][N:57]=1)=[O:18]. The catalyst class is: 452. (3) Reactant: [CH3:1][CH:2]1[CH2:7][NH:6][CH2:5][CH2:4][NH:3]1.CC(O)=O.Cl[C:13]([O:15][CH2:16][CH3:17])=[O:14].O. Product: [CH2:16]([O:15][C:13]([N:6]1[CH2:5][CH2:4][NH:3][CH:2]([CH3:1])[CH2:7]1)=[O:14])[CH3:17]. The catalyst class is: 5. (4) Reactant: Br[C:2]1[CH:3]=[C:4]([C:18]([C:20]2[CH:21]=[N:22][C:23]([CH3:26])=[CH:24][CH:25]=2)=[O:19])[CH:5]=[C:6]([O:8]CC2C=CC(OC)=CC=2)[CH:7]=1.[Li][CH2:28][CH2:29][CH2:30][CH3:31].CCCCCC.BrC1C=C([O:45]CC2C=CC(OC)=CC=2)C=C(Br)C=1.C[C:57]1[CH:64]=[CH:63][C:60](C#N)=C[N:58]=1.Cl.[OH-].[Na+]. Product: [OH:8][C:6]1[CH:5]=[C:4]([C:18]([C:20]2[CH:21]=[N:22][C:23]([CH2:26][OH:45])=[CH:24][CH:25]=2)=[O:19])[CH:3]=[C:2]([C:28]2[CH:60]=[CH:63][CH:64]=[C:57]3[C:29]=2[CH:30]=[CH:31][NH:58]3)[CH:7]=1. The catalyst class is: 28.